This data is from Reaction yield outcomes from USPTO patents with 853,638 reactions. The task is: Predict the reaction yield, written as a fraction of the theoretical maximum amount of product (1.0 means a 100% yield; for example, 0.34 means a 34% yield). (1) The reactants are [CH3:1][O:2][C:3]1[CH:15]=[C:14](B2OC(C)(C)C(C)(C)O2)[CH:13]=[CH:12][C:4]=1[CH2:5][N:6]1[CH2:11][CH2:10][CH2:9][CH2:8][CH2:7]1.I[C:26]1[CH:39]=[N:38][C:29]2[NH:30][C:31]3[CH:36]=[N:35][C:34]([Br:37])=[CH:33][C:32]=3[C:28]=2[CH:27]=1. The catalyst is C(=O)([O-])[O-].[Na+].[Na+].CC1CCCO1.C(Cl)Cl. The product is [Br:37][C:34]1[N:35]=[CH:36][C:31]2[NH:30][C:29]3[N:38]=[CH:39][C:26]([C:14]4[CH:13]=[CH:12][C:4]([CH2:5][N:6]5[CH2:7][CH2:8][CH2:9][CH2:10][CH2:11]5)=[C:3]([O:2][CH3:1])[CH:15]=4)=[CH:27][C:28]=3[C:32]=2[CH:33]=1. The yield is 0.610. (2) The product is [F:21][C:22]([F:38])([F:39])[C:23]1[CH:24]=[C:25]([CH:31]=[C:32]([C:34]([F:37])([F:35])[F:36])[CH:33]=1)[CH2:26][N:27]([CH:28]1[CH2:29][CH2:30]1)[C:13](=[O:15])[C:12]1[C:7]([C:2]2[CH:3]=[CH:4][CH:5]=[CH:6][C:1]=2[CH3:16])=[CH:8][CH:9]=[N:10][CH:11]=1. The catalyst is ClCCl.CN(C)C=O. The yield is 0.580. The reactants are [C:1]1([CH3:16])[CH:6]=[CH:5][CH:4]=[CH:3][C:2]=1[C:7]1[C:12]([C:13]([OH:15])=O)=[CH:11][N:10]=[CH:9][CH:8]=1.S(Cl)(Cl)=O.[F:21][C:22]([F:39])([F:38])[C:23]1[CH:24]=[C:25]([CH:31]=[C:32]([C:34]([F:37])([F:36])[F:35])[CH:33]=1)[CH2:26][NH:27][CH:28]1[CH2:30][CH2:29]1. (3) The reactants are [CH3:1][C:2]1[N:14]2[C:5]([C:6]3[O:7][CH2:8][CH2:9][N:10]([C:15]([O:17][C:18]([CH3:21])([CH3:20])[CH3:19])=[O:16])[C:11]=3[CH:12]=[CH:13]2)=[N:4][C:3]=1[C:22](OCC)=[O:23].[H-].[H-].[H-].[H-].[Li+].[Al+3].O.O.O.O.O.O.O.O.O.O.S([O-])([O-])(=O)=O.[Na+].[Na+]. The catalyst is C1COCC1. The product is [OH:23][CH2:22][C:3]1[N:4]=[C:5]2[N:14]([C:2]=1[CH3:1])[CH:13]=[CH:12][C:11]1[N:10]([C:15]([O:17][C:18]([CH3:21])([CH3:20])[CH3:19])=[O:16])[CH2:9][CH2:8][O:7][C:6]2=1. The yield is 0.940. (4) The catalyst is C1(C)C=CC=CC=1.[O-]S(C(F)(F)F)(=O)=O.[Sc+3].[O-]S(C(F)(F)F)(=O)=O.[O-]S(C(F)(F)F)(=O)=O. The product is [N:21]1([C:26]([O:28][C:29]([CH3:32])([CH3:31])[CH3:30])=[O:27])[C@@H:25]2[C@@H:24]([C@@H:2]([C:1]([O:5][CH2:6][CH3:7])=[O:4])[NH:8][C:9]3[CH:14]=[CH:13][CH:12]=[CH:11][C:10]=32)[CH2:23][CH2:22]1. The yield is 0.460. The reactants are [C:1]([O:5][CH2:6][CH3:7])(=[O:4])[CH:2]=O.[NH2:8][C:9]1[CH:14]=[CH:13][CH:12]=[CH:11][CH:10]=1.S([O-])([O-])(=O)=O.[Mg+2].[N:21]1([C:26]([O:28][C:29]([CH3:32])([CH3:31])[CH3:30])=[O:27])[CH:25]=[CH:24][CH2:23][CH2:22]1.C(=O)([O-])O.[Na+]. (5) The reactants are C1N=CN([C:6](N2C=NC=C2)=[O:7])C=1.[CH3:13][C:14]([CH3:20])([CH2:17][CH:18]=[CH2:19])[CH2:15][OH:16].Cl.[NH2:22][C@@H:23]([CH:28]1[CH2:33][CH2:32][CH2:31][CH2:30][CH2:29]1)[C:24]([O:26][CH3:27])=[O:25]. The catalyst is CN(C=O)C. The product is [CH:28]1([C@H:23]([NH:22][C:6]([O:16][CH2:15][C:14]([CH3:20])([CH3:13])[CH2:17][CH:18]=[CH2:19])=[O:7])[C:24]([O:26][CH3:27])=[O:25])[CH2:33][CH2:32][CH2:31][CH2:30][CH2:29]1. The yield is 0.750. (6) The yield is 0.770. The catalyst is C1(C)C=CC=CC=1. The reactants are Cl[C:2]1[C:12]2[CH2:11][CH2:10][N:9]([C:13]3[C:18]([C:19]([F:22])([F:21])[F:20])=[CH:17][CH:16]=[CH:15][N:14]=3)[CH2:8][CH2:7][C:6]=2[N:5]=[C:4]([CH:23]([CH3:25])[CH3:24])[N:3]=1.[Br:26][C:27]1[CH:33]=[CH:32][C:30]([NH2:31])=[CH:29][CH:28]=1.C1(C)C=CC(S(O)(=O)=O)=CC=1. The product is [Br:26][C:27]1[CH:33]=[CH:32][C:30]([NH:31][C:2]2[C:12]3[CH2:11][CH2:10][N:9]([C:13]4[C:18]([C:19]([F:22])([F:21])[F:20])=[CH:17][CH:16]=[CH:15][N:14]=4)[CH2:8][CH2:7][C:6]=3[N:5]=[C:4]([CH:23]([CH3:24])[CH3:25])[N:3]=2)=[CH:29][CH:28]=1.